This data is from Reaction yield outcomes from USPTO patents with 853,638 reactions. The task is: Predict the reaction yield, written as a fraction of the theoretical maximum amount of product (1.0 means a 100% yield; for example, 0.34 means a 34% yield). (1) The yield is 0.870. The product is [Br:1][C:2]1[CH:3]=[C:4]([CH2:21][Cl:25])[CH:5]=[CH:6][C:7]=1[O:8][CH2:9][C:10]1[N:11]=[C:12]([C:16]2[O:17][CH:18]=[CH:19][CH:20]=2)[O:13][C:14]=1[CH3:15]. The reactants are [Br:1][C:2]1[CH:3]=[C:4]([CH2:21]O)[CH:5]=[CH:6][C:7]=1[O:8][CH2:9][C:10]1[N:11]=[C:12]([C:16]2[O:17][CH:18]=[CH:19][CH:20]=2)[O:13][C:14]=1[CH3:15].S(Cl)([Cl:25])=O. No catalyst specified. (2) The reactants are CC1C=CC(S(O[CH2:12][CH2:13][CH2:14][C:15]2[C:23]3[C:18](=[CH:19][CH:20]=[C:21]([C:24]#[N:25])[CH:22]=3)[NH:17][CH:16]=2)(=O)=O)=CC=1.[CH3:26][O:27][C:28]1[CH:33]=[C:32]([O:34][CH3:35])[N:31]=[C:30]([N:36]2[CH2:41][CH2:40][NH:39][CH2:38][CH2:37]2)[N:29]=1.C(=O)([O-])[O-].[K+].[K+].[I-].[K+]. The catalyst is C(#N)C. The product is [CH3:26][O:27][C:28]1[CH:33]=[C:32]([O:34][CH3:35])[N:31]=[C:30]([N:36]2[CH2:37][CH2:38][N:39]([CH2:12][CH2:13][CH2:14][C:15]3[C:23]4[C:18](=[CH:19][CH:20]=[C:21]([C:24]#[N:25])[CH:22]=4)[NH:17][CH:16]=3)[CH2:40][CH2:41]2)[N:29]=1. The yield is 0.660. (3) The reactants are Cl[C:2]1[C:7]([CH:8]=[O:9])=[C:6]([N:10]2[CH2:22][CH2:21][N:13]3[C:14]4[CH2:15][CH2:16][CH2:17][CH2:18][C:19]=4[CH:20]=[C:12]3[C:11]2=[O:23])[N:5]=[CH:4][CH:3]=1.[CH3:24][N:25]1[CH:30]=[C:29](B2OC(C)(C)C(C)(C)O2)[CH:28]=[C:27]([NH:40][C:41]2[CH:46]=[CH:45][C:44]([N:47]3[CH2:52][CH2:51][N:50]([CH:53]4[CH2:56][O:55][CH2:54]4)[CH2:49][CH2:48]3)=[CH:43][N:42]=2)[C:26]1=[O:57]. The catalyst is C1C=CC(P(C2C=CC=CC=2)[C-]2C=CC=C2)=CC=1.C1C=CC(P(C2C=CC=CC=2)[C-]2C=CC=C2)=CC=1.Cl[Pd]Cl.[Fe+2].O1CCCC1. The product is [CH3:24][N:25]1[C:26](=[O:57])[C:27]([NH:40][C:41]2[CH:46]=[CH:45][C:44]([N:47]3[CH2:52][CH2:51][N:50]([CH:53]4[CH2:54][O:55][CH2:56]4)[CH2:49][CH2:48]3)=[CH:43][N:42]=2)=[CH:28][C:29]([C:2]2[C:7]([CH:8]=[O:9])=[C:6]([N:10]3[CH2:22][CH2:21][N:13]4[C:14]5[CH2:15][CH2:16][CH2:17][CH2:18][C:19]=5[CH:20]=[C:12]4[C:11]3=[O:23])[N:5]=[CH:4][CH:3]=2)=[CH:30]1. The yield is 0.730. (4) The reactants are C[Al](C)C.[Cl:5][C:6]1[CH:7]=[CH:8][C:9]([NH2:12])=[N:10][CH:11]=1.[Si:13]([O:30][CH2:31][CH2:32][O:33][CH2:34][C@H:35]([OH:40])[C:36](OC)=[O:37])([C:26]([CH3:29])([CH3:28])[CH3:27])([C:20]1[CH:25]=[CH:24][CH:23]=[CH:22][CH:21]=1)[C:14]1[CH:19]=[CH:18][CH:17]=[CH:16][CH:15]=1.C(O)(=O)CC(CC(O)=O)(C(O)=O)O. The catalyst is C1(C)C=CC=CC=1.O. The product is [Si:13]([O:30][CH2:31][CH2:32][O:33][CH2:34][C@H:35]([OH:40])[C:36]([NH:12][C:9]1[CH:8]=[CH:7][C:6]([Cl:5])=[CH:11][N:10]=1)=[O:37])([C:26]([CH3:29])([CH3:27])[CH3:28])([C:20]1[CH:25]=[CH:24][CH:23]=[CH:22][CH:21]=1)[C:14]1[CH:15]=[CH:16][CH:17]=[CH:18][CH:19]=1. The yield is 0.613. (5) The reactants are [F:1][C:2]([F:14])([O:6][C:7]1[CH:8]=[C:9]([CH3:13])[CH:10]=[CH:11][CH:12]=1)[CH:3]([F:5])[F:4].[Br:15]N1C(=O)CCC1=O. The catalyst is C(Cl)(Cl)(Cl)Cl.N(C(C)(C)C#N)=NC(C)(C)C#N. The product is [F:1][C:2]([F:14])([O:6][C:7]1[CH:8]=[C:9]([CH2:13][Br:15])[CH:10]=[CH:11][CH:12]=1)[CH:3]([F:4])[F:5]. The yield is 0.960. (6) The yield is 0.650. No catalyst specified. The reactants are [C:1]1([S:7]([N:10]2[C:18]3[C:13](=[CH:14][C:15]([C:19]4[N:20]=[C:21](N)[S:22][C:23]=4[CH3:24])=[CH:16][CH:17]=3)[CH:12]=[C:11]2[C:26]2[C:31]([F:32])=[CH:30][CH:29]=[CH:28][C:27]=2[F:33])(=[O:9])=[O:8])[CH:6]=[CH:5][CH:4]=[CH:3][CH:2]=1.[I:34]CI. The product is [C:1]1([S:7]([N:10]2[C:18]3[C:13](=[CH:14][C:15]([C:19]4[N:20]=[C:21]([I:34])[S:22][C:23]=4[CH3:24])=[CH:16][CH:17]=3)[CH:12]=[C:11]2[C:26]2[C:31]([F:32])=[CH:30][CH:29]=[CH:28][C:27]=2[F:33])(=[O:9])=[O:8])[CH:6]=[CH:5][CH:4]=[CH:3][CH:2]=1.